This data is from Forward reaction prediction with 1.9M reactions from USPTO patents (1976-2016). The task is: Predict the product of the given reaction. (1) The product is: [O:8]1[C:9]2[C:15]([C:16]([NH2:18])=[O:17])=[CH:14][CH:13]=[CH:12][C:10]=2[N:11]=[CH:7]1. Given the reactants N1CCCC([C:7]2[O:8][C:9]3[C:15]([C:16]([NH2:18])=[O:17])=[CH:14][CH:13]=[CH:12][C:10]=3[N:11]=2)C1.Cl.C(N=C=NCCCN(C)C)C.ON1C2C=CC=CC=2N=N1.C(N(CC)CC)C.CN(C)CC(O)=O, predict the reaction product. (2) Given the reactants [CH3:1][C:2]1[NH:3][C:4]2[C:9]([C:10]=1[CH3:11])=[CH:8][C:7]([O:12][C:13]1[C:22]3[C:17](=[CH:18][C:19]([OH:25])=[C:20]([O:23][CH3:24])[CH:21]=3)[N:16]=[CH:15][N:14]=1)=[CH:6][CH:5]=2.O[CH2:27][CH2:28][N:29]1[C:33](=[O:34])[CH2:32][CH2:31][C:30]1=[O:35], predict the reaction product. The product is: [CH3:1][C:2]1[NH:3][C:4]2[C:9]([C:10]=1[CH3:11])=[CH:8][C:7]([O:12][C:13]1[C:22]3[C:17](=[CH:18][C:19]([O:25][CH2:27][CH2:28][N:29]4[C:33](=[O:34])[CH2:32][CH2:31][C:30]4=[O:35])=[C:20]([O:23][CH3:24])[CH:21]=3)[N:16]=[CH:15][N:14]=1)=[CH:6][CH:5]=2.